From a dataset of Reaction yield outcomes from USPTO patents with 853,638 reactions. Predict the reaction yield, written as a fraction of the theoretical maximum amount of product (1.0 means a 100% yield; for example, 0.34 means a 34% yield). (1) The reactants are Br[C:2]1[CH:3]=[CH:4][C:5]2[S:9][CH:8]=[N:7][C:6]=2[CH:10]=1.[B:11]1([B:11]2[O:15][C:14]([CH3:17])([CH3:16])[C:13]([CH3:19])([CH3:18])[O:12]2)[O:15][C:14]([CH3:17])([CH3:16])[C:13]([CH3:19])([CH3:18])[O:12]1.C([O-])(=O)C.[K+]. The catalyst is CS(C)=O. The product is [CH3:18][C:13]1([CH3:19])[C:14]([CH3:17])([CH3:16])[O:15][B:11]([C:2]2[CH:3]=[CH:4][C:5]3[S:9][CH:8]=[N:7][C:6]=3[CH:10]=2)[O:12]1. The yield is 0.380. (2) The reactants are [CH3:1][N:2]1[C:7](=[O:8])[CH2:6][N:5]2[N:9]=[C:10]([NH:12][C:13]3[C:14](=[O:29])[N:15]([CH3:28])[CH:16]=[C:17](B4OC(C)(C)C(C)(C)O4)[CH:18]=3)[CH:11]=[C:4]2[CH2:3]1.Cl[C:31]1[CH:36]=[CH:35][N:34]=[C:33]([N:37]2[CH2:48][CH2:47][C:46]3[C:45]4[CH2:44][C:43]([CH3:50])([CH3:49])[CH2:42][C:41]=4[S:40][C:39]=3[C:38]2=[O:51])[C:32]=1[CH:52]=[O:53].[O-]P([O-])([O-])=O.[K+].[K+].[K+].C([O-])(=O)C.[Na+]. The catalyst is C1C=CC(P(C2C=CC=CC=2)[C-]2C=CC=C2)=CC=1.C1C=CC(P(C2C=CC=CC=2)[C-]2C=CC=C2)=CC=1.Cl[Pd]Cl.[Fe+2].C(#N)C.O. The product is [CH3:49][C:43]1([CH3:50])[CH2:42][C:41]2[S:40][C:39]3[C:38](=[O:51])[N:37]([C:33]4[C:32]([CH:52]=[O:53])=[C:31]([C:17]5[CH:18]=[C:13]([NH:12][C:10]6[CH:11]=[C:4]7[CH2:3][N:2]([CH3:1])[C:7](=[O:8])[CH2:6][N:5]7[N:9]=6)[C:14](=[O:29])[N:15]([CH3:28])[CH:16]=5)[CH:36]=[CH:35][N:34]=4)[CH2:48][CH2:47][C:46]=3[C:45]=2[CH2:44]1. The yield is 0.360. (3) The reactants are [C:1]([C:3]1[CH:8]=[CH:7][C:6]([NH:9][CH:10]([C:15]2[CH:20]=[C:19]([CH2:21][CH3:22])[C:18]([O:23][CH2:24][CH:25]=[CH2:26])=[C:17](Br)[CH:16]=2)[C:11]([O:13][CH3:14])=[O:12])=[CH:5][CH:4]=1)#[N:2].C([O-])([O-])=O.[Na+].[Na+].C(O[Na])=O.[NH4+].[Cl-]. The catalyst is C([O-])(=O)C.[Pd+2].C([O-])(=O)C.CC(N(C)C)=O. The product is [C:1]([C:3]1[CH:8]=[CH:7][C:6]([NH:9][CH:10]([C:15]2[CH:20]=[C:19]([CH2:21][CH3:22])[C:18]3[O:23][CH:24]=[C:25]([CH3:26])[C:17]=3[CH:16]=2)[C:11]([O:13][CH3:14])=[O:12])=[CH:5][CH:4]=1)#[N:2]. The yield is 0.270. (4) The reactants are [C:1]1([C:26]2[CH:31]=[CH:30][CH:29]=[CH:28][CH:27]=2)[CH:6]=[CH:5][CH:4]=[C:3]([C:7]2[O:8][C:9]([CH3:25])=[C:10]([CH2:12][CH2:13][O:14]S(C3C=CC(C)=CC=3)(=O)=O)[N:11]=2)[CH:2]=1.C([O:34][C:35](=[O:56])[C:36]([O:49][C:50]1[CH:55]=[CH:54][CH:53]=[CH:52][CH:51]=1)([CH3:48])[CH2:37][C:38]1[C:47]2[C:42](=[CH:43][CH:44]=[CH:45][CH:46]=2)[CH:41]=[CH:40][CH:39]=1)C. The catalyst is C(O)C. The product is [C:1]1([C:26]2[CH:31]=[CH:30][CH:29]=[CH:28][CH:27]=2)[CH:6]=[CH:5][CH:4]=[C:3]([C:7]2[O:8][C:9]([CH3:25])=[C:10]([CH2:12][CH2:13][O:14][C:41]3[C:42]4[C:47](=[CH:46][CH:45]=[CH:44][CH:43]=4)[C:38]([CH2:37][C:36]([CH3:48])([O:49][C:50]4[CH:55]=[CH:54][CH:53]=[CH:52][CH:51]=4)[C:35]([OH:56])=[O:34])=[CH:39][CH:40]=3)[N:11]=2)[CH:2]=1. The yield is 0.240. (5) The reactants are [O:1]1CCC[CH2:2]1.C([N-]C(C)C)(C)C.[Li+].[CH3:14][O:15][CH:16]([O:21][CH3:22])[CH2:17][CH2:18][C:19]#[N:20].C(OC)=O. The catalyst is C1COCC1. The product is [CH:2]([CH:18]([CH2:17][CH:16]([O:21][CH3:22])[O:15][CH3:14])[C:19]#[N:20])=[O:1]. The yield is 0.490.